Dataset: Forward reaction prediction with 1.9M reactions from USPTO patents (1976-2016). Task: Predict the product of the given reaction. (1) Given the reactants [CH2:1]=O.[Br:3][C:4]1[CH:5]=[C:6]([CH2:12][CH2:13][NH2:14])[CH:7]=[C:8]([O:10][CH3:11])[CH:9]=1, predict the reaction product. The product is: [Br:3][C:4]1[CH:9]=[C:8]([O:10][CH3:11])[CH:7]=[C:6]2[C:5]=1[CH2:1][NH:14][CH2:13][CH2:12]2. (2) Given the reactants [Br:1][C:2]1[C:3]([CH3:17])=[N:4][C:5]([NH:15][NH2:16])=[CH:6][C:7]=1[C:8]1[CH:13]=[CH:12][C:11]([Cl:14])=[CH:10][CH:9]=1.BrC1C2N([C:33](=[O:36])NN=2)C(C)=CC=1C1C=CC(Cl)=CC=1, predict the reaction product. The product is: [Br:1][C:2]1[C:7]([C:8]2[CH:9]=[CH:10][C:11]([Cl:14])=[CH:12][CH:13]=2)=[CH:6][C:5]2[N:4]([C:33](=[O:36])[NH:16][N:15]=2)[C:3]=1[CH3:17]. (3) Given the reactants [CH3:1][NH:2][C:3]1[CH:4]=[N:5][CH:6]=[CH:7][C:8]=1[C:9]1[CH:14]=[CH:13][CH:12]=[CH:11][CH:10]=1.[Li+].C[Si]([N-][Si](C)(C)C)(C)C.[F:25][C:26]([F:41])([F:40])[C:27]1[CH:28]=[C:29]([CH:33]=[C:34]([C:36]([F:39])([F:38])[F:37])[CH:35]=1)[C:30](Cl)=[O:31], predict the reaction product. The product is: [CH3:1][N:2]([C:3]1[CH:4]=[N:5][CH:6]=[CH:7][C:8]=1[C:9]1[CH:10]=[CH:11][CH:12]=[CH:13][CH:14]=1)[C:30](=[O:31])[C:29]1[CH:33]=[C:34]([C:36]([F:37])([F:38])[F:39])[CH:35]=[C:27]([C:26]([F:25])([F:40])[F:41])[CH:28]=1. (4) Given the reactants [Cl:1][C:2]1[N:7]=[C:6](Cl)[C:5]([CH:9]=O)=[C:4]([Cl:11])[N:3]=1.[C:12]1([NH:18][NH2:19])[CH:17]=[CH:16][CH:15]=[CH:14][CH:13]=1.O, predict the reaction product. The product is: [Cl:11][C:4]1[N:3]=[C:2]([Cl:1])[N:7]=[C:6]2[N:18]([C:12]3[CH:17]=[CH:16][CH:15]=[CH:14][CH:13]=3)[N:19]=[CH:9][C:5]=12. (5) Given the reactants [NH2:1][C@@H:2]1[CH2:8][CH2:7][CH2:6][CH2:5][N:4]([CH2:9][C:10]2[CH:15]=[CH:14][CH:13]=[C:12]([OH:16])[CH:11]=2)[C:3]1=[O:17].[O:18]=[C:19]1[N:28]([CH:29]2[CH2:34][CH2:33][N:32]([C:35](Cl)=[O:36])[CH2:31][CH2:30]2)[CH2:27][C:26]2[C:21](=[CH:22][CH:23]=[CH:24][CH:25]=2)[NH:20]1, predict the reaction product. The product is: [OH:16][C:12]1[CH:11]=[C:10]([CH:15]=[CH:14][CH:13]=1)[CH2:9][N:4]1[CH2:5][CH2:6][CH2:7][CH2:8][C@@H:2]([NH:1][C:35]([N:32]2[CH2:33][CH2:34][CH:29]([N:28]3[CH2:27][C:26]4[C:21](=[CH:22][CH:23]=[CH:24][CH:25]=4)[NH:20][C:19]3=[O:18])[CH2:30][CH2:31]2)=[O:36])[C:3]1=[O:17]. (6) The product is: [F:19][C:20]1[CH:25]=[C:24]([F:26])[CH:23]=[CH:22][C:21]=1[C@@H:27]([NH:29][C:2]1[CH:3]=[C:4]([C:10]2[CH:11]=[N:12][N:13]3[CH:18]=[CH:17][CH:16]=[N:15][C:14]=23)[N:5]=[C:6]([S:8][CH3:9])[N:7]=1)[CH3:28]. Given the reactants Cl[C:2]1[N:7]=[C:6]([S:8][CH3:9])[N:5]=[C:4]([C:10]2[CH:11]=[N:12][N:13]3[CH:18]=[CH:17][CH:16]=[N:15][C:14]=23)[CH:3]=1.[F:19][C:20]1[CH:25]=[C:24]([F:26])[CH:23]=[CH:22][C:21]=1[C@@H:27]([NH2:29])[CH3:28], predict the reaction product. (7) Given the reactants [Br:1][C:2]1[CH:3]=[N:4][N:5]([CH2:11][O:12][CH2:13][CH2:14][Si:15]([CH3:18])([CH3:17])[CH3:16])[C:6]=1[C:7](OC)=[O:8].[H-].[H-].[H-].[H-].[Li+].[Al+3], predict the reaction product. The product is: [Br:1][C:2]1[CH:3]=[N:4][N:5]([CH2:11][O:12][CH2:13][CH2:14][Si:15]([CH3:18])([CH3:17])[CH3:16])[C:6]=1[CH2:7][OH:8]. (8) Given the reactants Cl.[NH2:2][CH:3]([C:5](=O)[CH2:6][CH3:7])[CH3:4].F[B-](F)(F)F.[NH:14]=[C:15](SC)[C:16]([O:18][CH2:19][CH3:20])=[O:17], predict the reaction product. The product is: [CH2:6]([C:5]1[NH:14][C:15]([C:16]([O:18][CH2:19][CH3:20])=[O:17])=[N:2][C:3]=1[CH3:4])[CH3:7].